From a dataset of Forward reaction prediction with 1.9M reactions from USPTO patents (1976-2016). Predict the product of the given reaction. (1) Given the reactants Br[C:2]1[CH:12]=[CH:11][C:5]2[N:6]([CH3:10])[C:7](=[O:9])[S:8][C:4]=2[CH:3]=1.[CH3:13][C:14]1([CH3:30])[C:18]([CH3:20])([CH3:19])[O:17][B:16]([B:16]2[O:17][C:18]([CH3:20])([CH3:19])[C:14]([CH3:30])([CH3:13])[O:15]2)[O:15]1.C(Cl)Cl.C([O-])(=O)C.[K+], predict the reaction product. The product is: [CH3:10][N:6]1[C:5]2[CH:11]=[CH:12][C:2]([B:16]3[O:17][C:18]([CH3:20])([CH3:19])[C:14]([CH3:30])([CH3:13])[O:15]3)=[CH:3][C:4]=2[S:8][C:7]1=[O:9]. (2) Given the reactants [CH3:1][C:2]1[NH:7][C:6](=[O:8])[NH:5][C:4](=[O:9])[C:3]=1[S:10](Cl)(=[O:12])=[O:11].[CH3:14][O:15][C:16]1[CH:23]=[CH:22][C:19]([CH2:20][NH2:21])=[CH:18][CH:17]=1.CCN(CC)CC, predict the reaction product. The product is: [CH3:14][O:15][C:16]1[CH:23]=[CH:22][C:19]([CH2:20][NH:21][S:10]([C:3]2[C:4](=[O:9])[NH:5][C:6](=[O:8])[NH:7][C:2]=2[CH3:1])(=[O:12])=[O:11])=[CH:18][CH:17]=1. (3) Given the reactants [C:1]([O:9][CH2:10]/[CH:11]=[C:12](\[CH3:25])/[C@@H:13]([NH:17]C(OC(C)(C)C)=O)[CH2:14][CH:15]=[CH2:16])(=[O:8])[C:2]1[CH:7]=[CH:6][CH:5]=[CH:4][CH:3]=1.[ClH:26], predict the reaction product. The product is: [ClH:26].[C:1]([O:9][CH2:10]/[CH:11]=[C:12](\[CH3:25])/[C@@H:13]([NH2:17])[CH2:14][CH:15]=[CH2:16])(=[O:8])[C:2]1[CH:7]=[CH:6][CH:5]=[CH:4][CH:3]=1. (4) Given the reactants [CH3:1][O:2][C:3]1[CH:8]=[C:7]([N+:9]([O-])=O)[CH:6]=[CH:5][C:4]=1[NH:12][C:13]([CH:15]1[NH:19][CH:18]([CH2:20][C:21]([CH3:24])([CH3:23])[CH3:22])[C:17]2([C:32]3[C:27](=[CH:28][C:29]([Cl:33])=[CH:30][CH:31]=3)[NH:26][C:25]2=[O:34])[CH:16]1[C:35]1[CH:40]=[CH:39][CH:38]=[C:37]([Cl:41])[C:36]=1[F:42])=[O:14].[NH4+].[Cl-], predict the reaction product. The product is: [NH2:9][C:7]1[CH:6]=[CH:5][C:4]([NH:12][C:13]([CH:15]2[NH:19][CH:18]([CH2:20][C:21]([CH3:24])([CH3:23])[CH3:22])[C:17]3([C:32]4[C:27](=[CH:28][C:29]([Cl:33])=[CH:30][CH:31]=4)[NH:26][C:25]3=[O:34])[CH:16]2[C:35]2[CH:40]=[CH:39][CH:38]=[C:37]([Cl:41])[C:36]=2[F:42])=[O:14])=[C:3]([O:2][CH3:1])[CH:8]=1. (5) Given the reactants [CH:1]12[O:10][CH:7]([CH2:8][CH2:9]1)[CH:6]1[CH:2]2[C:3](=O)[NH:4][C:5]1=O.[H-].[Al+3].[Li+].[H-].[H-].[H-].[Cl-].[Na+], predict the reaction product. The product is: [CH:7]12[O:10][CH:1]([CH2:9][CH2:8]1)[CH:2]1[CH:6]2[CH2:5][NH:4][CH2:3]1. (6) The product is: [Br:1][C:2]1[CH:16]=[CH:15][C:5]2[O:6][C:7]3([C:10](=[O:11])[NH:17][C:4]=2[CH:3]=1)[CH2:9][CH2:8]3. Given the reactants [Br:1][C:2]1[CH:16]=[CH:15][C:5]([O:6][C:7]2([C:10](OCC)=[O:11])[CH2:9][CH2:8]2)=[C:4]([N+:17]([O-])=O)[CH:3]=1, predict the reaction product. (7) Given the reactants [F:1][C:2]([F:7])([F:6])[C:3]([OH:5])=[O:4].C([NH:15][C@H:16]([C:20]([O:22][CH2:23][C@H:24]([CH2:37][CH2:38][O:39][C:40](=[O:58])[CH2:41][CH2:42][CH2:43][CH2:44][CH2:45][CH2:46][CH2:47][CH2:48][CH2:49][CH2:50][CH2:51][CH2:52][CH2:53][CH2:54][CH2:55][CH2:56][CH3:57])[CH2:25][N:26]1[CH:34]=[N:33][C:32]2[C:31](=[O:35])[NH:30][C:29]([NH2:36])=[N:28][C:27]1=2)=[O:21])[CH:17]([CH3:19])[CH3:18])(OC(C)(C)C)=O, predict the reaction product. The product is: [NH2:15][C@H:16]([C:20]([O:22][CH2:23][C@H:24]([CH2:37][CH2:38][O:39][C:40](=[O:58])[CH2:41][CH2:42][CH2:43][CH2:44][CH2:45][CH2:46][CH2:47][CH2:48][CH2:49][CH2:50][CH2:51][CH2:52][CH2:53][CH2:54][CH2:55][CH2:56][CH3:57])[CH2:25][N:26]1[CH:34]=[N:33][C:32]2[C:31](=[O:35])[NH:30][C:29]([NH2:36])=[N:28][C:27]1=2)=[O:21])[CH:17]([CH3:19])[CH3:18].[F:1][C:2]([F:7])([F:6])[C:3]([O-:5])=[O:4].